From a dataset of Full USPTO retrosynthesis dataset with 1.9M reactions from patents (1976-2016). Predict the reactants needed to synthesize the given product. (1) Given the product [C:15]1([N:6]2[C:5]3[CH:21]=[CH:22][C:2]([NH:1][S:30]([C:27]4[CH:28]=[CH:29][C:24]([F:23])=[CH:25][CH:26]=4)(=[O:32])=[O:31])=[CH:3][C:4]=3[N:8]=[C:7]2[C:9]2[CH:14]=[CH:13][CH:12]=[CH:11][CH:10]=2)[CH:16]=[CH:17][CH:18]=[CH:19][CH:20]=1, predict the reactants needed to synthesize it. The reactants are: [NH2:1][C:2]1[CH:22]=[CH:21][C:5]2[N:6]([C:15]3[CH:20]=[CH:19][CH:18]=[CH:17][CH:16]=3)[C:7]([C:9]3[CH:14]=[CH:13][CH:12]=[CH:11][CH:10]=3)=[N:8][C:4]=2[CH:3]=1.[F:23][C:24]1[CH:29]=[CH:28][C:27]([S:30](Cl)(=[O:32])=[O:31])=[CH:26][CH:25]=1. (2) Given the product [CH2:1]([O:8][CH2:9][CH2:10][CH2:11][C:12]([NH:37][C@@H:32]1[CH2:33][NH:30][C:31]1=[O:46])=[O:14])[C:2]1[CH:3]=[CH:4][CH:5]=[CH:6][CH:7]=1, predict the reactants needed to synthesize it. The reactants are: [CH2:1]([O:8][CH2:9][CH2:10][CH2:11][C:12]([OH:14])=O)[C:2]1[CH:7]=[CH:6][CH:5]=[CH:4][CH:3]=1.CCN(CC)CC.CN(C(O[N:30]1N=[N:37][C:32]2[CH:33]=CC=C[C:31]1=2)=[N+](C)C)C.[B-](F)(F)(F)F.C([O-])(=[O:46])C.[NH4+]. (3) The reactants are: C(=O)([O-])[O-].[K+].[K+].[CH2:7]([O:9][C:10]([CH:12]1[C:18](=[O:19])[CH2:17][CH2:16][N:15]([C:20]([O:22][C:23]([CH3:26])([CH3:25])[CH3:24])=[O:21])[CH2:14][CH2:13]1)=[O:11])[CH3:8].Br[CH2:28][C:29]([O:31][CH2:32][CH3:33])=[O:30]. Given the product [CH2:7]([O:9][C:10]([C:12]1([CH2:28][C:29]([O:31][CH2:32][CH3:33])=[O:30])[C:18](=[O:19])[CH2:17][CH2:16][N:15]([C:20]([O:22][C:23]([CH3:25])([CH3:24])[CH3:26])=[O:21])[CH2:14][CH2:13]1)=[O:11])[CH3:8], predict the reactants needed to synthesize it. (4) The reactants are: [OH:1][CH:2]1[CH2:7][CH2:6][NH:5][CH2:4][CH2:3]1.COCCOC.Br[C:15]1[CH:16]=[N:17][C:18]([N:21]2[CH2:26][CH2:25][CH:24]([C:27]3[C:36]([CH:37]([F:48])[C:38]4[CH:43]=[CH:42][C:41]([C:44]([F:47])([F:46])[F:45])=[CH:40][CH:39]=4)=[C:35]([CH:49]4[CH2:54][CH2:53][C:52]([F:56])([F:55])[CH2:51][CH2:50]4)[C:34]4[CH:33]([O:57]CC5C=CC(OC)=CC=5)[CH2:32][C:31]([CH3:68])([CH3:67])[CH2:30][C:29]=4[N:28]=3)[CH2:23][CH2:22]2)=[N:19][CH:20]=1. Given the product [F:56][C:52]1([F:55])[CH2:51][CH2:50][CH:49]([C:35]2[C:34]3[CH:33]([OH:57])[CH2:32][C:31]([CH3:67])([CH3:68])[CH2:30][C:29]=3[N:28]=[C:27]([CH:24]3[CH2:23][CH2:22][N:21]([C:18]4[N:19]=[CH:20][C:15]([N:5]5[CH2:6][CH2:7][CH:2]([OH:1])[CH2:3][CH2:4]5)=[CH:16][N:17]=4)[CH2:26][CH2:25]3)[C:36]=2[CH:37]([F:48])[C:38]2[CH:39]=[CH:40][C:41]([C:44]([F:45])([F:47])[F:46])=[CH:42][CH:43]=2)[CH2:54][CH2:53]1, predict the reactants needed to synthesize it. (5) Given the product [C:1]([C:3]1[C:8]2[N:9]([CH2:12][C:13]([NH:32][CH2:33][C:34]3[CH:39]=[CH:38][C:37]([C:40]([C:41]#[N:42])([CH3:43])[CH3:44])=[CH:36][C:35]=3[CH3:45])=[O:15])[CH:10]=[N:11][C:7]=2[CH:6]=[CH:5][CH:4]=1)#[N:2], predict the reactants needed to synthesize it. The reactants are: [C:1]([C:3]1[C:8]2[N:9]([CH2:12][C:13]([OH:15])=O)[CH:10]=[N:11][C:7]=2[CH:6]=[CH:5][CH:4]=1)#[N:2].CCN(C(C)C)C(C)C.C(Cl)(=O)C(C)(C)C.[NH2:32][CH2:33][C:34]1[CH:39]=[CH:38][C:37]([C:40]([CH3:44])([CH3:43])[C:41]#[N:42])=[CH:36][C:35]=1[CH3:45].